From a dataset of Forward reaction prediction with 1.9M reactions from USPTO patents (1976-2016). Predict the product of the given reaction. (1) Given the reactants C(N(N1CCCC1)C1C=CC(F)=CC=1F)(=O)C(C)C.C([N:30]1[CH2:34][CH2:33][C@H:32]([N:35]([C:43](=[O:52])[C:44]([CH3:51])([CH3:50])[CH2:45][O:46][C:47](=[O:49])[CH3:48])[CH:36]2[CH2:41][CH2:40][CH:39]([F:42])[CH2:38][CH2:37]2)[CH2:31]1)(OCC1C=CC=CC=1)=O, predict the reaction product. The product is: [C:47]([O:46][CH2:45][C:44]([CH3:51])([CH3:50])[C:43]([N:35]([CH:36]1[CH2:37][CH2:38][CH:39]([F:42])[CH2:40][CH2:41]1)[C@H:32]1[CH2:33][CH2:34][NH:30][CH2:31]1)=[O:52])(=[O:49])[CH3:48]. (2) Given the reactants [CH2:1]([O:3][C:4](=[O:13])[CH2:5][CH:6]1[CH2:11][CH2:10][CH2:9][CH2:8][C:7]1=[O:12])[CH3:2].C(C1CCCC([Cl:24])C1=O)(C)(C)C, predict the reaction product. The product is: [CH2:1]([O:3][C:4](=[O:13])[CH2:5][CH:6]1[CH2:11][CH2:10][CH2:9][CH:8]([Cl:24])[C:7]1=[O:12])[CH3:2]. (3) Given the reactants [NH2:1][C:2]1[CH:7]=[CH:6][C:5]([Br:8])=[CH:4][C:3]=1[NH:9][CH2:10][CH2:11][NH:12][C:13](=[O:19])[O:14][C:15]([CH3:18])([CH3:17])[CH3:16].[CH:20](OCC)(OCC)OCC, predict the reaction product. The product is: [Br:8][C:5]1[CH:6]=[CH:7][C:2]2[N:1]=[CH:20][N:9]([CH2:10][CH2:11][NH:12][C:13](=[O:19])[O:14][C:15]([CH3:16])([CH3:18])[CH3:17])[C:3]=2[CH:4]=1. (4) Given the reactants [OH:1][C:2]1[CH:9]=[CH:8][C:5]([CH:6]=O)=[CH:4][C:3]=1[O:10][CH2:11][CH2:12][CH3:13].C1(P(=C=[CH:34][C:35]([O:37][CH3:38])=[O:36])(C2C=CC=CC=2)C2C=CC=CC=2)C=CC=CC=1, predict the reaction product. The product is: [OH:1][C:2]1[CH:9]=[CH:8][C:5](/[CH:6]=[CH:34]/[C:35]([O:37][CH3:38])=[O:36])=[CH:4][C:3]=1[O:10][CH2:11][CH2:12][CH3:13]. (5) Given the reactants Br[C:2]1[CH:3]=[C:4]([CH:8]2[CH2:17][C:16]([CH3:19])([CH3:18])[C:15]3[C:10](=[CH:11][CH:12]=[C:13]([Cl:20])[CH:14]=3)[NH:9]2)[CH:5]=[CH:6][CH:7]=1.[NH2:21][C:22]1([C:25]([OH:27])=[O:26])[CH2:24][CH2:23]1.C(=O)([O-])[O-].[K+].[K+], predict the reaction product. The product is: [Cl:20][C:13]1[CH:14]=[C:15]2[C:10](=[CH:11][CH:12]=1)[NH:9][CH:8]([C:4]1[CH:3]=[C:2]([NH:21][C:22]3([C:25]([OH:27])=[O:26])[CH2:24][CH2:23]3)[CH:7]=[CH:6][CH:5]=1)[CH2:17][C:16]2([CH3:19])[CH3:18]. (6) Given the reactants Br[C:2]1[CH:3]=[C:4]2[C:9](=[CH:10][CH:11]=1)[C:8](=[O:12])[N:7]([CH2:13][C:14]1[CH:19]=[CH:18][C:17]([O:20][CH3:21])=[CH:16][CH:15]=1)[CH:6]=[CH:5]2.[CH3:22][O:23][C:24](=[O:35])[C:25]1[CH:30]=[CH:29][C:28]([CH3:31])=[C:27](B(O)O)[CH:26]=1.C(=O)([O-])[O-].[K+].[K+], predict the reaction product. The product is: [CH3:21][O:20][C:17]1[CH:18]=[CH:19][C:14]([CH2:13][N:7]2[CH:6]=[CH:5][C:4]3[C:9](=[CH:10][CH:11]=[C:2]([C:27]4[CH:26]=[C:25]([CH:30]=[CH:29][C:28]=4[CH3:31])[C:24]([O:23][CH3:22])=[O:35])[CH:3]=3)[C:8]2=[O:12])=[CH:15][CH:16]=1. (7) Given the reactants [CH3:1][Mg]Br.[F:4][C:5]([F:17])([F:16])[C:6]1[CH:7]=[C:8]([CH2:12][C:13](=[O:15])[CH3:14])[CH:9]=[CH:10][CH:11]=1.[Cl-].[NH4+], predict the reaction product. The product is: [CH3:14][C:13]([OH:15])([CH3:1])[CH2:12][C:8]1[CH:9]=[CH:10][CH:11]=[C:6]([C:5]([F:16])([F:17])[F:4])[CH:7]=1. (8) The product is: [CH2:1]([N:8]1[C:13](=[O:14])[C:12]2[CH2:15][CH2:16][CH2:17][C:11]=2[N:10]=[C:9]1[CH:18]([NH:26][CH2:25][CH2:24][N:23]([CH3:27])[CH3:22])[CH2:19][CH3:20])[C:2]1[CH:7]=[CH:6][CH:5]=[CH:4][CH:3]=1. Given the reactants [CH2:1]([N:8]1[C:13](=[O:14])[C:12]2[CH2:15][CH2:16][CH2:17][C:11]=2[N:10]=[C:9]1[CH:18](Br)[CH2:19][CH3:20])[C:2]1[CH:7]=[CH:6][CH:5]=[CH:4][CH:3]=1.[CH3:22][N:23]([CH3:27])[CH2:24][CH2:25][NH2:26], predict the reaction product. (9) The product is: [CH:6]1([CH:4]([OH:5])[C:3]([OH:13])=[O:12])[CH2:11][CH2:10][CH2:9][CH2:8][CH2:7]1. Given the reactants CO.[C:3]([OH:13])(=[O:12])[CH:4]([C:6]1[CH:11]=[CH:10][CH:9]=[CH:8][CH:7]=1)[OH:5], predict the reaction product.